Task: Predict the reactants needed to synthesize the given product.. Dataset: Full USPTO retrosynthesis dataset with 1.9M reactions from patents (1976-2016) Given the product [OH:52][C@@H:14]([C@H:13]([OH:38])[C:6]1[C:5]2[C:10](=[CH:11][CH:12]=[C:3]([O:2][CH3:1])[N:4]=2)[N:9]=[CH:8][CH:7]=1)[C:15]([NH:17][CH2:18][C@H:19]1[O:23][C:22](=[O:24])[N:21]([C:25]2[CH:26]=[CH:27][C:28]3[S:33][CH2:32][C:31](=[O:34])[NH:30][C:29]=3[CH:35]=2)[CH2:20]1)=[O:16], predict the reactants needed to synthesize it. The reactants are: [CH3:1][O:2][C:3]1[N:4]=[C:5]2[C:10](=[CH:11][CH:12]=1)[N:9]=[CH:8][CH:7]=[C:6]2/[CH:13]=[CH:14]/[C:15]([NH:17][CH2:18][C@H:19]1[O:23][C:22](=[O:24])[N:21]([C:25]2[CH:26]=[CH:27][C:28]3[S:33][CH2:32][C:31](=[O:34])[NH:30][C:29]=3[CH:35]=2)[CH2:20]1)=[O:16].CS(N)(=O)=[O:38].CC(N(C)C)=O.CC(O)(C)C.[OH2:52].